Dataset: Peptide-MHC class I binding affinity with 185,985 pairs from IEDB/IMGT. Task: Regression. Given a peptide amino acid sequence and an MHC pseudo amino acid sequence, predict their binding affinity value. This is MHC class I binding data. The peptide sequence is TQQMIIKHIY. The MHC is HLA-A33:01 with pseudo-sequence HLA-A33:01. The binding affinity (normalized) is 0.